Dataset: NCI-60 drug combinations with 297,098 pairs across 59 cell lines. Task: Regression. Given two drug SMILES strings and cell line genomic features, predict the synergy score measuring deviation from expected non-interaction effect. (1) Drug 1: CC1C(C(CC(O1)OC2CC(CC3=C2C(=C4C(=C3O)C(=O)C5=C(C4=O)C(=CC=C5)OC)O)(C(=O)C)O)N)O.Cl. Drug 2: CC1CCCC2(C(O2)CC(NC(=O)CC(C(C(=O)C(C1O)C)(C)C)O)C(=CC3=CSC(=N3)C)C)C. Cell line: HCT-15. Synergy scores: CSS=13.7, Synergy_ZIP=-0.870, Synergy_Bliss=3.21, Synergy_Loewe=0.588, Synergy_HSA=1.19. (2) Drug 1: C1=CC(=CC=C1CCCC(=O)O)N(CCCl)CCCl. Drug 2: COCCOC1=C(C=C2C(=C1)C(=NC=N2)NC3=CC=CC(=C3)C#C)OCCOC.Cl. Cell line: KM12. Synergy scores: CSS=11.9, Synergy_ZIP=-1.14, Synergy_Bliss=5.25, Synergy_Loewe=4.14, Synergy_HSA=4.45.